Dataset: Peptide-MHC class I binding affinity with 185,985 pairs from IEDB/IMGT. Task: Regression. Given a peptide amino acid sequence and an MHC pseudo amino acid sequence, predict their binding affinity value. This is MHC class I binding data. (1) The peptide sequence is QQLYTSPSF. The MHC is HLA-B08:02 with pseudo-sequence HLA-B08:02. The binding affinity (normalized) is 0.0847. (2) The peptide sequence is TAFTIPST. The MHC is HLA-B54:01 with pseudo-sequence HLA-B54:01. The binding affinity (normalized) is 0.412. (3) The binding affinity (normalized) is 0.0962. The peptide sequence is FTVVSNGAK. The MHC is HLA-A03:01 with pseudo-sequence HLA-A03:01. (4) The peptide sequence is TVKSMILHEI. The MHC is HLA-B27:05 with pseudo-sequence HLA-B27:05. The binding affinity (normalized) is 0. (5) The peptide sequence is VHDTNATKL. The MHC is HLA-B35:01 with pseudo-sequence HLA-B35:01. The binding affinity (normalized) is 0.0847.